From a dataset of Full USPTO retrosynthesis dataset with 1.9M reactions from patents (1976-2016). Predict the reactants needed to synthesize the given product. (1) The reactants are: [NH2:1][C:2]1[C:7]([C:8]([F:11])([F:10])[F:9])=[CH:6][CH:5]=[CH:4][C:3]=1[C:12]([C:14]1[CH:19]=[CH:18][CH:17]=[C:16]([OH:20])[CH:15]=1)=O.[Cl:21][C:22]1[CH:23]=[C:24]([CH2:28][CH:29]=O)[CH:25]=[CH:26][CH:27]=1. Given the product [Cl:21][C:22]1[CH:23]=[C:24]([C:28]2[CH:29]=[N:1][C:2]3[C:3]([C:12]=2[C:14]2[CH:15]=[C:16]([OH:20])[CH:17]=[CH:18][CH:19]=2)=[CH:4][CH:5]=[CH:6][C:7]=3[C:8]([F:11])([F:10])[F:9])[CH:25]=[CH:26][CH:27]=1, predict the reactants needed to synthesize it. (2) Given the product [NH2:1][C:2]1[C:7]([S:8]([NH:11][C:12]([C:14]2[C:15]([N:34]3[CH2:35][C@@H:36]([CH3:38])[CH2:37][C:33]3([CH3:39])[CH3:32])=[N:16][C:17]([N:20]3[CH:24]=[CH:23][C:22]([O:25][CH2:26][C:27]([CH3:30])([CH3:29])[CH3:28])=[N:21]3)=[CH:18][CH:19]=2)=[O:13])(=[O:10])=[O:9])=[CH:6][CH:5]=[CH:4][N:3]=1, predict the reactants needed to synthesize it. The reactants are: [NH2:1][C:2]1[C:7]([S:8]([NH:11][C:12]([C:14]2[C:15](Cl)=[N:16][C:17]([N:20]3[CH:24]=[CH:23][C:22]([O:25][CH2:26][C:27]([CH3:30])([CH3:29])[CH3:28])=[N:21]3)=[CH:18][CH:19]=2)=[O:13])(=[O:10])=[O:9])=[CH:6][CH:5]=[CH:4][N:3]=1.[CH3:32][C:33]1([CH3:39])[CH2:37][C@H:36]([CH3:38])[CH2:35][NH:34]1.C([O-])([O-])=O.[K+].[K+].C(O)(=O)C.